Predict the product of the given reaction. From a dataset of Forward reaction prediction with 1.9M reactions from USPTO patents (1976-2016). (1) Given the reactants [CH3:1][CH:2]1[NH:7][CH2:6][C:5]2[S:8][C:9]([C:11]([O-:13])=O)=[N:10][C:4]=2[CH2:3]1.[Li+].Cl.[Cl:16][C:17]1[CH:18]=[C:19]2[C:24](=[CH:25][CH:26]=1)[CH:23]=[C:22]([S:27]([N:30]1[CH2:35][CH2:34][NH:33][CH:32]([CH2:36][C:37]([N:39]3[CH2:44][CH2:43][O:42][CH2:41][CH2:40]3)=[O:38])[CH2:31]1)(=[O:29])=[O:28])[CH:21]=[CH:20]2, predict the reaction product. The product is: [ClH:16].[Cl:16][C:17]1[CH:18]=[C:19]2[C:24](=[CH:25][CH:26]=1)[CH:23]=[C:22]([S:27]([N:30]1[CH2:35][CH2:34][N:33]([C:11]([C:9]3[S:8][C:5]4[CH2:6][NH:7][CH:2]([CH3:1])[CH2:3][C:4]=4[N:10]=3)=[O:13])[CH:32]([CH2:36][C:37]([N:39]3[CH2:44][CH2:43][O:42][CH2:41][CH2:40]3)=[O:38])[CH2:31]1)(=[O:28])=[O:29])[CH:21]=[CH:20]2. (2) Given the reactants [C:1]([C:3]1[CH:8]=[CH:7][C:6]([C:9]2[C:10]([CH3:25])=[N:11][N:12]([CH2:15][C:16]3[CH:24]=[CH:23][C:19]([C:20]([OH:22])=O)=[CH:18][CH:17]=3)[C:13]=2[CH3:14])=[CH:5][CH:4]=1)#[N:2].CC[N:28]=C=NCCCN(C)C.Cl, predict the reaction product. The product is: [C:1]([C:3]1[CH:4]=[CH:5][C:6]([C:9]2[C:10]([CH3:25])=[N:11][N:12]([CH2:15][C:16]3[CH:17]=[CH:18][C:19]([C:20]([NH2:28])=[O:22])=[CH:23][CH:24]=3)[C:13]=2[CH3:14])=[CH:7][CH:8]=1)#[N:2]. (3) Given the reactants [CH2:1]([N:8]([CH2:17][C:18]1[CH:23]=[CH:22][CH:21]=[CH:20][CH:19]=1)[C:9]1[CH:10]=[CH:11][C:12]([CH:15]=O)=[N:13][CH:14]=1)[C:2]1[CH:7]=[CH:6][CH:5]=[CH:4][CH:3]=1.[CH3:24][O:25][CH2:26][CH2:27][NH2:28].C(O[BH-](OC(=O)C)OC(=O)C)(=O)C.[Na+].C([O-])(O)=O.[Na+], predict the reaction product. The product is: [CH2:17]([N:8]([CH2:1][C:2]1[CH:7]=[CH:6][CH:5]=[CH:4][CH:3]=1)[C:9]1[CH:14]=[N:13][C:12]([CH2:15][NH:28][CH2:27][CH2:26][O:25][CH3:24])=[CH:11][CH:10]=1)[C:18]1[CH:19]=[CH:20][CH:21]=[CH:22][CH:23]=1. (4) Given the reactants [NH:1]1[C:5]2=[N:6][CH:7]=[CH:8][CH:9]=[C:4]2[CH:3]=[CH:2]1.C1N2CN3CN(C2)CN1C3.[C:20](O)(=[O:22])C, predict the reaction product. The product is: [NH:1]1[C:5]2=[N:6][CH:7]=[CH:8][CH:9]=[C:4]2[C:3]([CH:20]=[O:22])=[CH:2]1. (5) Given the reactants [CH:1](=[O:8])[C:2]1[CH:7]=[CH:6][CH:5]=[CH:4][CH:3]=1.[S:9]([CH2:19][N+:20]#[C-:21])([C:12]1[CH:18]=[CH:17][C:15](C)=[CH:14][CH:13]=1)(=[O:11])=[O:10].[C-:22]#N.[Na+], predict the reaction product. The product is: [C:2]1([C@H:1]2[O:8][CH:21]=[N:20][C@@H:19]2[S:9]([C:12]2[C:13]([CH3:22])=[CH:14][CH:15]=[CH:17][CH:18]=2)(=[O:10])=[O:11])[CH:7]=[CH:6][CH:5]=[CH:4][CH:3]=1. (6) The product is: [C:20]([O:19][C:18](=[O:24])[N:17]([CH2:16][C:4]1[CH:3]=[C:2]([C:4]2[CH:3]=[CH:43][C:44]([C:30]3[CH:31]=[N:32][C:27]([Cl:26])=[CH:28][CH:29]=3)=[N:6][CH:5]=2)[N:6]([S:7]([C:10]2[CH:11]=[N:12][CH:13]=[CH:14][CH:15]=2)(=[O:9])=[O:8])[CH:5]=1)[CH3:25])([CH3:23])([CH3:22])[CH3:21]. Given the reactants Br[C:2]1[N:6]([S:7]([C:10]2[CH:11]=[N:12][CH:13]=[CH:14][CH:15]=2)(=[O:9])=[O:8])[CH:5]=[C:4]([CH2:16][N:17]([CH3:25])[C:18](=[O:24])[O:19][C:20]([CH3:23])([CH3:22])[CH3:21])[CH:3]=1.[Cl:26][C:27]1[N:32]=[CH:31][C:30](B(O)O)=[CH:29][CH:28]=1.C(=O)([O-])O.[Na+].CO[CH2:43][CH2:44]OC, predict the reaction product. (7) Given the reactants [Br:1][CH2:2][C:3](Br)=[O:4].[NH:6]1[CH2:11][CH2:10][O:9][CH2:8][CH2:7]1, predict the reaction product. The product is: [Br:1][CH2:2][C:3]([N:6]1[CH2:11][CH2:10][O:9][CH2:8][CH2:7]1)=[O:4]. (8) The product is: [CH3:17][O:18][C:19](=[O:30])[CH:20]([NH:21][C:7]1[CH:8]=[CH:9][CH:10]=[CH:11][C:6]=1[C:4](=[O:5])[C:3]1[CH:13]=[CH:14][CH:15]=[CH:16][C:2]=1[CH3:1])[CH2:22][C:23]1[CH:28]=[CH:27][C:26]([OH:29])=[CH:25][CH:24]=1. Given the reactants [CH3:1][C:2]1[CH:16]=[CH:15][CH:14]=[CH:13][C:3]=1[C:4]([CH:6]1[CH2:11][CH2:10][CH2:9][CH2:8][C:7]1=O)=[O:5].[CH3:17][O:18][C:19](=[O:30])[C@H:20]([CH2:22][C:23]1[CH:28]=[CH:27][C:26]([OH:29])=[CH:25][CH:24]=1)[NH2:21].O.CO, predict the reaction product. (9) Given the reactants [CH2:1]([N:3]([CH2:34][CH3:35])[CH2:4][CH:5]=[CH:6][C:7]1[CH:12]=[CH:11][CH:10]=[CH:9][C:8]=1[S:13]([CH2:16][C:17]1[C:22]([C:23]([O:25][CH3:26])=[O:24])=[C:21]([O:27][CH3:28])[C:20]([C:29]2[CH:33]=[CH:32][O:31][CH:30]=2)=[CH:19][CH:18]=1)(=[O:15])=[O:14])[CH3:2].[H][H], predict the reaction product. The product is: [CH2:34]([N:3]([CH2:1][CH3:2])[CH2:4][CH2:5][CH2:6][C:7]1[CH:12]=[CH:11][CH:10]=[CH:9][C:8]=1[S:13]([CH2:16][C:17]1[C:22]([C:23]([O:25][CH3:26])=[O:24])=[C:21]([O:27][CH3:28])[C:20]([C:29]2[CH:33]=[CH:32][O:31][CH:30]=2)=[CH:19][CH:18]=1)(=[O:15])=[O:14])[CH3:35]. (10) Given the reactants [Cl:1][C:2]1[CH:21]=[CH:20][C:5]([O:6][C:7]2[CH:8]=[C:9]([S:13]([CH2:16][CH2:17][CH2:18][OH:19])(=[O:15])=[O:14])[CH:10]=[CH:11][CH:12]=2)=[CH:4][C:3]=1[C:22]1[C:31]([CH3:32])=[N:30][C:29]2[C:24](=[CH:25][CH:26]=[CH:27][C:28]=2[C:33]([F:36])([F:35])[F:34])[N:23]=1.[CH3:37][S:38](Cl)(=[O:40])=[O:39].C(N(CC)CC)C, predict the reaction product. The product is: [CH3:37][S:38]([O:19][CH2:18][CH2:17][CH2:16][S:13]([C:9]1[CH:10]=[CH:11][CH:12]=[C:7]([O:6][C:5]2[CH:20]=[CH:21][C:2]([Cl:1])=[C:3]([C:22]3[C:31]([CH3:32])=[N:30][C:29]4[C:24](=[CH:25][CH:26]=[CH:27][C:28]=4[C:33]([F:35])([F:34])[F:36])[N:23]=3)[CH:4]=2)[CH:8]=1)(=[O:14])=[O:15])(=[O:40])=[O:39].